Regression. Given two drug SMILES strings and cell line genomic features, predict the synergy score measuring deviation from expected non-interaction effect. From a dataset of NCI-60 drug combinations with 297,098 pairs across 59 cell lines. (1) Drug 1: C1=CN(C(=O)N=C1N)C2C(C(C(O2)CO)O)O.Cl. Drug 2: C1CNP(=O)(OC1)N(CCCl)CCCl. Cell line: ACHN. Synergy scores: CSS=46.7, Synergy_ZIP=-1.35, Synergy_Bliss=-2.31, Synergy_Loewe=-52.3, Synergy_HSA=-1.86. (2) Drug 1: CC(C1=C(C=CC(=C1Cl)F)Cl)OC2=C(N=CC(=C2)C3=CN(N=C3)C4CCNCC4)N. Drug 2: CN(C)N=NC1=C(NC=N1)C(=O)N. Cell line: HCT116. Synergy scores: CSS=8.51, Synergy_ZIP=-6.99, Synergy_Bliss=-9.98, Synergy_Loewe=-10.3, Synergy_HSA=-10.1. (3) Drug 1: C(CC(=O)O)C(=O)CN.Cl. Drug 2: CC12CCC3C(C1CCC2OP(=O)(O)O)CCC4=C3C=CC(=C4)OC(=O)N(CCCl)CCCl.[Na+]. Cell line: MCF7. Synergy scores: CSS=-11.1, Synergy_ZIP=4.01, Synergy_Bliss=-1.49, Synergy_Loewe=-12.6, Synergy_HSA=-9.94. (4) Drug 1: COC1=NC(=NC2=C1N=CN2C3C(C(C(O3)CO)O)O)N. Drug 2: C1CN(CCN1C(=O)CCBr)C(=O)CCBr. Cell line: UACC-257. Synergy scores: CSS=6.20, Synergy_ZIP=-3.00, Synergy_Bliss=-0.291, Synergy_Loewe=-4.21, Synergy_HSA=-0.190. (5) Drug 1: CCCCCOC(=O)NC1=NC(=O)N(C=C1F)C2C(C(C(O2)C)O)O. Drug 2: CC1=C(C(=O)C2=C(C1=O)N3CC4C(C3(C2COC(=O)N)OC)N4)N. Cell line: LOX IMVI. Synergy scores: CSS=38.8, Synergy_ZIP=-5.53, Synergy_Bliss=-10.4, Synergy_Loewe=-21.7, Synergy_HSA=-7.62. (6) Drug 1: CC1OCC2C(O1)C(C(C(O2)OC3C4COC(=O)C4C(C5=CC6=C(C=C35)OCO6)C7=CC(=C(C(=C7)OC)O)OC)O)O. Drug 2: C1C(C(OC1N2C=NC3=C2NC=NCC3O)CO)O. Cell line: MDA-MB-435. Synergy scores: CSS=0.992, Synergy_ZIP=-2.77, Synergy_Bliss=-2.50, Synergy_Loewe=-11.2, Synergy_HSA=-5.43. (7) Drug 1: CC1=CC2C(CCC3(C2CCC3(C(=O)C)OC(=O)C)C)C4(C1=CC(=O)CC4)C. Drug 2: C1=NC2=C(N=C(N=C2N1C3C(C(C(O3)CO)O)O)F)N. Cell line: NCI-H522. Synergy scores: CSS=3.70, Synergy_ZIP=-4.94, Synergy_Bliss=-5.09, Synergy_Loewe=-19.7, Synergy_HSA=-6.17.